From a dataset of Full USPTO retrosynthesis dataset with 1.9M reactions from patents (1976-2016). Predict the reactants needed to synthesize the given product. (1) Given the product [Cl:6][C:7]1[C:8]([C:13]2[CH:14]=[C:15]([NH:16][S:2]([CH3:1])(=[O:4])=[O:3])[CH:17]=[C:18]([C:20]3[NH:28][C:23]4=[N:24][CH:25]=[CH:26][CH:27]=[C:22]4[N:21]=3)[CH:19]=2)=[N:9][CH:10]=[CH:11][CH:12]=1, predict the reactants needed to synthesize it. The reactants are: [CH3:1][S:2](Cl)(=[O:4])=[O:3].[Cl:6][C:7]1[C:8]([C:13]2[CH:14]=[C:15]([CH:17]=[C:18]([C:20]3[NH:28][C:23]4=[N:24][CH:25]=[CH:26][CH:27]=[C:22]4[N:21]=3)[CH:19]=2)[NH2:16])=[N:9][CH:10]=[CH:11][CH:12]=1.CCN(CC)CC.[NH4+].[Cl-]. (2) Given the product [C:17]1([C:14]2[CH:13]=[N:2][N:1]3[C:3]4[C:4](=[CH:8][CH:9]=[CH:10][CH:11]=4)[C:5](=[O:7])[NH:16][C:15]=23)[CH:22]=[CH:21][CH:20]=[CH:19][CH:18]=1, predict the reactants needed to synthesize it. The reactants are: [NH:1]([C:3]1[CH:11]=[CH:10][CH:9]=[CH:8][C:4]=1[C:5]([OH:7])=O)[NH2:2].O=[CH:13][CH:14]([C:17]1[CH:22]=[CH:21][CH:20]=[CH:19][CH:18]=1)[C:15]#[N:16]. (3) Given the product [C:17]([O:16][C:14]([NH:1][C@H:2]([C:4]1[CH:13]=[CH:12][C:7]([C:8]([O:10][CH3:11])=[O:9])=[CH:6][CH:5]=1)[CH3:3])=[O:15])([CH3:20])([CH3:19])[CH3:18], predict the reactants needed to synthesize it. The reactants are: [NH2:1][C@H:2]([C:4]1[CH:13]=[CH:12][C:7]([C:8]([O:10][CH3:11])=[O:9])=[CH:6][CH:5]=1)[CH3:3].[C:14](O[C:14]([O:16][C:17]([CH3:20])([CH3:19])[CH3:18])=[O:15])([O:16][C:17]([CH3:20])([CH3:19])[CH3:18])=[O:15].C(N(CC)CC)C.CCOC(C)=O.CCCCCCC.